From a dataset of Peptide-MHC class II binding affinity with 134,281 pairs from IEDB. Regression. Given a peptide amino acid sequence and an MHC pseudo amino acid sequence, predict their binding affinity value. This is MHC class II binding data. The peptide sequence is FLNFLEANGLNAIDF. The MHC is DRB1_0401 with pseudo-sequence DRB1_0401. The binding affinity (normalized) is 0.606.